This data is from Full USPTO retrosynthesis dataset with 1.9M reactions from patents (1976-2016). The task is: Predict the reactants needed to synthesize the given product. (1) Given the product [NH2:17][C:16]1[C:14]2[C:9](=[C:10]([Br:15])[CH:11]=[CH:12][CH:13]=2)[N:8]=[N:7][C:6]=1[C:5]([NH:4][CH2:1][CH2:2][CH3:3])=[O:18], predict the reactants needed to synthesize it. The reactants are: [CH2:1]([NH:4][C:5](=[O:18])[C:6]([C:16]#[N:17])=[N:7][NH:8][C:9]1[CH:14]=[CH:13][CH:12]=[CH:11][C:10]=1[Br:15])[CH2:2][CH3:3].[Cl-].[Al+3].[Cl-].[Cl-].O1CCCC1.CO. (2) Given the product [OH:32][S:29]([C:28]([F:34])([F:33])[F:27])(=[O:31])=[O:30].[C:25](=[NH:24])([O:18][CH2:17][CH2:16][C:12]1[CH:13]=[C:14]([F:15])[C:9]([O:8][C:5]2[CH:6]=[CH:7][C:2]([Cl:1])=[C:3]([C:20]([F:23])([F:22])[F:21])[CH:4]=2)=[C:10]([F:19])[CH:11]=1)[NH2:26], predict the reactants needed to synthesize it. The reactants are: [Cl:1][C:2]1[CH:7]=[CH:6][C:5]([O:8][C:9]2[C:14]([F:15])=[CH:13][C:12]([CH2:16][CH2:17][OH:18])=[CH:11][C:10]=2[F:19])=[CH:4][C:3]=1[C:20]([F:23])([F:22])[F:21].[N:24]#[C:25][NH2:26].[F:27][C:28]([F:34])([F:33])[S:29]([OH:32])(=[O:31])=[O:30]. (3) Given the product [Cl:1][C:2]1[CH:3]=[CH:4][C:5]([C:8]2([CH3:14])[C:11](=[O:12])[C:10]([CH:15]([C:16]3[CH:21]=[CH:20][CH:19]=[CH:18][CH:17]=3)[C:27]3[NH:28][C:29]4[C:34]([C:26]=3[CH2:25][C:24]([NH:37][C:38](=[O:40])[CH3:39])([CH3:23])[CH3:36])=[CH:33][CH:32]=[C:31]([CH3:35])[CH:30]=4)=[C:9]2[OH:13])=[CH:6][CH:7]=1, predict the reactants needed to synthesize it. The reactants are: [Cl:1][C:2]1[CH:7]=[CH:6][C:5]([C:8]2([CH3:14])[C:11](=[O:12])[CH2:10][C:9]2=[O:13])=[CH:4][CH:3]=1.[CH:15](=O)[C:16]1[CH:21]=[CH:20][CH:19]=[CH:18][CH:17]=1.[CH3:23][C:24]([NH:37][C:38](=[O:40])[CH3:39])([CH3:36])[CH2:25][C:26]1[C:34]2[C:29](=[CH:30][C:31]([CH3:35])=[CH:32][CH:33]=2)[NH:28][CH:27]=1. (4) Given the product [Cl:1][CH2:2][CH2:3][CH2:4][N:6]1[CH2:11][CH2:10][O:9][CH2:8][CH2:7]1, predict the reactants needed to synthesize it. The reactants are: [Cl:1][CH2:2][CH2:3][CH2:4]Br.[NH:6]1[CH2:11][CH2:10][O:9][CH2:8][CH2:7]1.C(=O)([O-])[O-].[Na+].[Na+]. (5) Given the product [Br:1][C:2]1[CH:11]=[CH:10][C:9]([OH:12])=[C:8]2[C:3]=1[C:4](=[O:14])[NH:5][CH:6]=[N:7]2, predict the reactants needed to synthesize it. The reactants are: [Br:1][C:2]1[CH:11]=[CH:10][C:9]([O:12]C)=[C:8]2[C:3]=1[C:4](=[O:14])[NH:5][CH:6]=[N:7]2.B(Br)(Br)Br.CO. (6) The reactants are: [CH3:1][O:2][C:3](=[O:10])[CH2:4][C@@H:5]([CH3:9])[C:6](O)=[O:7].CN(C=O)C.C(Cl)(=O)C(Cl)=O.[CH3:22][N:23]1[CH:27]=[CH:26][C:25]([NH2:28])=[N:24]1. Given the product [CH3:9][C@@H:5]([C:6]([NH:28][C:25]1[CH:26]=[CH:27][N:23]([CH3:22])[N:24]=1)=[O:7])[CH2:4][C:3]([O:2][CH3:1])=[O:10], predict the reactants needed to synthesize it. (7) Given the product [Br:1][C:2]1[S:3][C:4]([CH3:12])=[C:5]([CH2:7][CH2:8][OH:9])[N:6]=1, predict the reactants needed to synthesize it. The reactants are: [Br:1][C:2]1[S:3][C:4]([CH3:12])=[C:5]([CH2:7][C:8](OC)=[O:9])[N:6]=1.CC(C[AlH]CC(C)C)C.Cl. (8) Given the product [Br:1][C:2]1[CH:20]=[C:19]([CH:18]=[C:4]([CH2:5][O:6][C:7]2[CH:12]=[CH:11][CH:10]=[CH:9][C:8]=2[CH2:13][C:14]([O:16][CH3:17])=[O:15])[CH:3]=1)[C:21]([OH:35])=[O:22], predict the reactants needed to synthesize it. The reactants are: [Br:1][C:2]1[CH:3]=[C:4]([CH:18]=[C:19]([CH2:21][OH:22])[CH:20]=1)[CH2:5][O:6][C:7]1[CH:12]=[CH:11][CH:10]=[CH:9][C:8]=1[CH2:13][C:14]([O:16][CH3:17])=[O:15].CC1(C)N([O])C(C)(C)CCC1.P([O-])([O-])([O-])=[O:35].[O-]Cl=O.[Na+].[O-]Cl.[Na+].[O-]S([O-])=O.[Na+].[Na+].Cl.